Dataset: Peptide-MHC class II binding affinity with 134,281 pairs from IEDB. Task: Regression. Given a peptide amino acid sequence and an MHC pseudo amino acid sequence, predict their binding affinity value. This is MHC class II binding data. The peptide sequence is TKVTFHVVGVGPLLH. The MHC is DRB1_1302 with pseudo-sequence DRB1_1302. The binding affinity (normalized) is 0.480.